From a dataset of Full USPTO retrosynthesis dataset with 1.9M reactions from patents (1976-2016). Predict the reactants needed to synthesize the given product. (1) The reactants are: C([O:8][C:9]1[C:18]2[C:13](=[CH:14][CH:15]=[CH:16][CH:17]=2)[N:12]=[C:11](CO)[C:10]=1[CH3:21])C1C=CC=CC=1.[CH2:22]1[C:30]2[C:25](=[CH:26][C:27]([N:31]=[C:32]=O)=[CH:28][CH:29]=2)[CH2:24][CH2:23]1.C[OH:35].[CH2:36]([OH:38])C. Given the product [CH3:21][C:10]1[C:9](=[O:8])[C:18]2[C:13](=[CH:14][CH:15]=[CH:16][CH:17]=2)[NH:12][C:11]=1[O:35][C:36](=[O:38])[N:31]([CH3:32])[C:27]1[CH:26]=[C:25]2[C:30](=[CH:29][CH:28]=1)[CH2:22][CH2:23][CH2:24]2, predict the reactants needed to synthesize it. (2) Given the product [CH3:32][N:30]([CH3:31])[C:26]1[N:25]=[C:24]([C:14]2[CH:13]=[C:12]([NH:11][CH:43]3[CH2:48][CH2:47][N:46]([C:49]([O:51][C:52]([CH3:55])([CH3:54])[CH3:53])=[O:50])[CH2:45][CH2:44]3)[C:21]3[C:16]([CH:15]=2)=[CH:17][CH:18]=[C:19]([O:22][CH3:23])[CH:20]=3)[CH:29]=[CH:28][N:27]=1, predict the reactants needed to synthesize it. The reactants are: N1(C([O-])=O)CCCCC1.Cl.[NH2:11][C:12]1[C:21]2[C:16](=[CH:17][CH:18]=[C:19]([O:22][CH3:23])[CH:20]=2)[CH:15]=[C:14]([C:24]2[CH:29]=[CH:28][N:27]=[C:26]([N:30]([CH3:32])[CH3:31])[N:25]=2)[CH:13]=1.C(N(CC)C(C)C)(C)C.O=[C:43]1[CH2:48][CH2:47][N:46]([C:49]([O:51][C:52]([CH3:55])([CH3:54])[CH3:53])=[O:50])[CH2:45][CH2:44]1.C(O[BH-](OC(=O)C)OC(=O)C)(=O)C.[Na+].C(O[BH-](OC(=O)C)OC(=O)C)(=O)C. (3) The reactants are: [F:1][C:2]([F:17])([F:16])[C:3]1[CH:8]=[C:7]([C:9]([F:12])([F:11])[F:10])[CH:6]=[CH:5][C:4]=1[C:13](=[O:15])[CH3:14].[Br:18]CC(C1C=C(Cl)C=CC=1Cl)=O. Given the product [F:1][C:2]([F:16])([F:17])[C:3]1[CH:8]=[C:7]([C:9]([F:10])([F:11])[F:12])[CH:6]=[CH:5][C:4]=1[C:13](=[O:15])[CH2:14][Br:18], predict the reactants needed to synthesize it.